From a dataset of Full USPTO retrosynthesis dataset with 1.9M reactions from patents (1976-2016). Predict the reactants needed to synthesize the given product. (1) Given the product [OH:26][CH:23]([CH2:24][OH:25])[CH2:22][NH:21][C:13](=[O:15])[C:12]1[CH:16]=[CH:17][C:18]([O:19][CH3:20])=[C:10](/[CH:9]=[CH:8]/[C:5]2[CH:4]=[CH:3][C:2]([Cl:1])=[CH:7][CH:6]=2)[CH:11]=1, predict the reactants needed to synthesize it. The reactants are: [Cl:1][C:2]1[CH:7]=[CH:6][C:5](/[CH:8]=[CH:9]/[C:10]2[CH:11]=[C:12]([CH:16]=[CH:17][C:18]=2[O:19][CH3:20])[C:13]([OH:15])=O)=[CH:4][CH:3]=1.[NH2:21][CH2:22][CH:23]([OH:26])[CH2:24][OH:25]. (2) Given the product [Cl:1][C:2]1[CH:7]=[CH:6][CH:5]=[C:4]([F:8])[C:3]=1[CH:9]1[NH:14][C:13]2[CH:15]=[CH:16][C:17]([C:30]3[N:31]=[C:32]([C:34]4[CH:35]=[N:36][CH:37]=[CH:38][CH:39]=4)[S:33][C:29]=3[CH3:28])=[CH:18][C:12]=2[O:11][CH2:10]1, predict the reactants needed to synthesize it. The reactants are: [Cl:1][C:2]1[CH:7]=[CH:6][CH:5]=[C:4]([F:8])[C:3]=1[CH:9]1[NH:14][C:13]2[CH:15]=[CH:16][C:17](B3OC(C)(C)C(C)(C)O3)=[CH:18][C:12]=2[O:11][CH2:10]1.[CH3:28][C:29]1[S:33][C:32]([C:34]2[CH:35]=[N:36][CH:37]=[CH:38][CH:39]=2)=[N:31][C:30]=1OS(C(F)(F)F)(=O)=O. (3) Given the product [CH3:1][O:2][C:3]1[CH:4]=[CH:5][C:6]2[N:11]=[N:10][C:9](=[O:12])[N:8]([CH2:13][CH2:14][N:17]3[CH2:18][CH2:19][CH:20]([NH:23][C:24](=[O:30])[O:25][C:26]([CH3:28])([CH3:27])[CH3:29])[CH2:21][CH2:22]3)[C:7]=2[CH:16]=1, predict the reactants needed to synthesize it. The reactants are: [CH3:1][O:2][C:3]1[CH:4]=[CH:5][C:6]2[N:11]=[N:10][C:9](=[O:12])[N:8]([CH2:13][CH:14]=O)[C:7]=2[CH:16]=1.[NH:17]1[CH2:22][CH2:21][CH:20]([NH:23][C:24](=[O:30])[O:25][C:26]([CH3:29])([CH3:28])[CH3:27])[CH2:19][CH2:18]1.[BH-](OC(C)=O)(OC(C)=O)OC(C)=O.[Na+].C([O-])(O)=O.[Na+]. (4) Given the product [O:1]=[C:2]1[N:9]([C:10]2[CH:15]=[CH:14][CH:13]=[CH:12][CH:11]=2)[N:16]2[CH2:20][CH2:19][CH2:18][C:17]2=[C:3]1[C:4]([O:6][CH2:7][CH3:8])=[O:5], predict the reactants needed to synthesize it. The reactants are: [O:1]=[C:2]([N:9]([N:16]1[CH2:20][CH2:19][CH2:18][C:17]1=O)[C:10]1[CH:15]=[CH:14][CH:13]=[CH:12][CH:11]=1)[CH2:3][C:4]([O:6][CH2:7][CH3:8])=[O:5]. (5) Given the product [Cl:1][C:2]1[C:11]2[N:10]([CH3:12])[O:9][C@H:8]3[NH:13][C@H:14]([C:16]([O:18][CH2:19][CH2:25][O:24][CH:21]([CH3:23])[CH3:22])=[O:17])[CH2:15][C@@:7]3([OH:20])[C:6]=2[CH:5]=[CH:4][CH:3]=1, predict the reactants needed to synthesize it. The reactants are: [Cl:1][C:2]1[C:11]2[N:10]([CH3:12])[O:9][C@H:8]3[NH:13][C@H:14]([C:16]([O:18][CH3:19])=[O:17])[CH2:15][C@@:7]3([OH:20])[C:6]=2[CH:5]=[CH:4][CH:3]=1.[CH:21]([O:24][CH2:25]CO)([CH3:23])[CH3:22].